The task is: Predict the reactants needed to synthesize the given product.. This data is from Full USPTO retrosynthesis dataset with 1.9M reactions from patents (1976-2016). The reactants are: [F:1][C:2]([F:7])([F:6])[C:3]([OH:5])=[O:4].FC(F)(F)C(O)=O.[NH2:15][CH2:16][C@H:17]1[CH2:22][CH2:21][C@H:20]([N:23]2[C:27]3=[C:28]4[S:34][CH:33]=[CH:32][C:29]4=[N:30][CH:31]=[C:26]3[N:25]=[C:24]2[C@H:35]([OH:37])[CH3:36])[CH2:19][CH2:18]1.C(N(CC)CC)C.[CH3:45][S:46](Cl)(=[O:48])=[O:47]. Given the product [OH:37][C@@H:35]([C:24]1[N:23]([C@H:20]2[CH2:21][CH2:22][C@H:17]([CH2:16][NH:15][S:46]([CH3:45])(=[O:48])=[O:47])[CH2:18][CH2:19]2)[C:27]2=[C:28]3[S:34][CH:33]=[CH:32][C:29]3=[N:30][CH:31]=[C:26]2[N:25]=1)[CH3:36].[C:3]([OH:5])([C:2]([F:7])([F:6])[F:1])=[O:4], predict the reactants needed to synthesize it.